Dataset: Catalyst prediction with 721,799 reactions and 888 catalyst types from USPTO. Task: Predict which catalyst facilitates the given reaction. (1) Reactant: [NH2:1][C:2]1[CH:3]=[C:4]([CH:12]=[CH:13][C:14]=1[CH:15]=[O:16])[O:5][CH2:6][CH2:7][CH2:8][C:9]([O-:11])=O.[Li+].CN(C(ON1N=NC2C=CC=CC1=2)=[N+](C)C)C.F[P-](F)(F)(F)(F)F.CN(C=O)C.[N+:47]([C:50]1[CH:55]=[C:54]([N+:56]([O-:58])=[O:57])[CH:53]=[CH:52][C:51]=1[NH:59][CH2:60][CH2:61][NH2:62])([O-:49])=[O:48]. Product: [NH2:1][C:2]1[CH:3]=[C:4]([CH:12]=[CH:13][C:14]=1[CH:15]=[O:16])[O:5][CH2:6][CH2:7][CH2:8][C:9]([NH:62][CH2:61][CH2:60][NH:59][C:51]1[CH:52]=[CH:53][C:54]([N+:56]([O-:58])=[O:57])=[CH:55][C:50]=1[N+:47]([O-:49])=[O:48])=[O:11]. The catalyst class is: 25. (2) Reactant: [Cl:1][C:2]1[N:7]=[CH:6][C:5]([NH:8][C:9]([C:11]2[CH:16]=[CH:15][C:14]([Br:17])=[CH:13][N:12]=2)=[O:10])=[CH:4][C:3]=1[C:18]1([CH2:25][F:26])[CH2:23][O:22][CH2:21][C:20](=S)[NH:19]1.C(OO)(C)(C)C.[O-]S([O-])(=S)=O.[Na+].[Na+].[NH3:40]. Product: [ClH:1].[NH2:40][C:20]1[CH2:21][O:22][CH2:23][C:18]([C:3]2[CH:4]=[C:5]([NH:8][C:9]([C:11]3[CH:16]=[CH:15][C:14]([Br:17])=[CH:13][N:12]=3)=[O:10])[CH:6]=[N:7][C:2]=2[Cl:1])([CH2:25][F:26])[N:19]=1. The catalyst class is: 5. (3) Reactant: [CH3:1][C:2]1[CH2:7][CH2:6][C@@H:5]([C:8]([CH3:10])=[CH2:9])[CH2:4][CH:3]=1. Product: [C:2]1([CH3:1])[CH2:7][CH2:6][CH:5]([CH:8]([CH3:10])[CH3:9])[CH2:4][CH:3]=1. The catalyst class is: 227. (4) Reactant: [CH2:1]([O:8][C:9]([C:11]1[S:28][C:14]2[NH:15][C:16](=[O:27])[N:17]([CH2:20][C:21]3[CH:26]=[CH:25][CH:24]=[CH:23][CH:22]=3)[C:18](=[O:19])[C:13]=2[CH:12]=1)=[O:10])[C:2]1[CH:7]=[CH:6][CH:5]=[CH:4][CH:3]=1.[H-].[Na+].[CH3:31]I. Product: [CH2:1]([O:8][C:9]([C:11]1[S:28][C:14]2[N:15]([CH3:31])[C:16](=[O:27])[N:17]([CH2:20][C:21]3[CH:22]=[CH:23][CH:24]=[CH:25][CH:26]=3)[C:18](=[O:19])[C:13]=2[CH:12]=1)=[O:10])[C:2]1[CH:3]=[CH:4][CH:5]=[CH:6][CH:7]=1. The catalyst class is: 3. (5) Reactant: O(C1C=C(C=CC=1)C[O:12][C:13]12[CH2:19][C:16](/[CH:20]=[CH:21]/[C:22]([O:24][CH3:25])=[O:23])([CH2:17][CH2:18]1)[CH2:15][CH2:14]2)C1C=CC=CC=1. Product: [OH:12][C:13]12[CH2:19][C:16]([CH2:20][CH2:21][C:22]([O:24][CH3:25])=[O:23])([CH2:15][CH2:14]1)[CH2:17][CH2:18]2. The catalyst class is: 19.